From a dataset of Choline transporter screen with 302,306 compounds. Binary Classification. Given a drug SMILES string, predict its activity (active/inactive) in a high-throughput screening assay against a specified biological target. (1) The molecule is S1(=O)(=O)CC(N(S(=O)(=O)c2c(ccc(c2)C)C)C)CC1. The result is 0 (inactive). (2) The molecule is S(=O)(=O)(N1CC(CC(C1)C)C)c1ccc(cc1)C(=O)NN1CCOCC1. The result is 0 (inactive). (3) The drug is O(C(C(=O)N(Cc1ccccc1)C)C)C(=O)c1cc(O)ccc1. The result is 0 (inactive).